The task is: Predict which catalyst facilitates the given reaction.. This data is from Catalyst prediction with 721,799 reactions and 888 catalyst types from USPTO. (1) Reactant: [CH3:1][O:2][C:3]([C:5]1[S:9][CH:8]=[N:7][C:6]=1[NH:10][NH2:11])=[O:4].C(N(CC)CC)C.C[O:20][C:21](=O)[N:22]=[C:23](SC)[C:24]([C:38]1[CH:48]=[C:47]([O:49][CH3:50])[C:41]2[O:42][CH2:43][CH2:44][CH2:45][O:46][C:40]=2[CH:39]=1)=[N:25][C:26]1[CH:31]=[CH:30][C:29]([C:32]2[N:36]=[C:35]([CH3:37])[O:34][N:33]=2)=[CH:28][CH:27]=1. Product: [CH3:1][O:2][C:3]([C:5]1[S:9][CH:8]=[N:7][C:6]=1[N:10]1[C:21](=[O:20])[NH:22][C:23]([CH:24]([C:38]2[CH:48]=[C:47]([O:49][CH3:50])[C:41]3[O:42][CH2:43][CH2:44][CH2:45][O:46][C:40]=3[CH:39]=2)[NH:25][C:26]2[CH:27]=[CH:28][C:29]([C:32]3[N:36]=[C:35]([CH3:37])[O:34][N:33]=3)=[CH:30][CH:31]=2)=[N:11]1)=[O:4]. The catalyst class is: 1. (2) Reactant: [Cl:1][C:2]1[CH:3]=[C:4]([N:10]2[C:14]([CH3:15])=[C:13]([CH2:16][C:17]3[CH:22]=[CH:21][C:20]([C:23]4[O:27][C:26]([C:28](OC)=[O:29])=[N:25][N:24]=4)=[CH:19][CH:18]=3)[C:12]([CH3:32])=[N:11]2)[CH:5]=[CH:6][C:7]=1[C:8]#[N:9].[NH2:33][CH2:34][CH2:35][OH:36]. Product: [Cl:1][C:2]1[CH:3]=[C:4]([N:10]2[C:14]([CH3:15])=[C:13]([CH2:16][C:17]3[CH:22]=[CH:21][C:20]([C:23]4[O:27][C:26]([C:28]([NH:33][CH2:34][CH2:35][OH:36])=[O:29])=[N:25][N:24]=4)=[CH:19][CH:18]=3)[C:12]([CH3:32])=[N:11]2)[CH:5]=[CH:6][C:7]=1[C:8]#[N:9]. The catalyst class is: 1. (3) Reactant: [C:1]([N:9]1[CH2:14][CH2:13][N:12]([C:15](=[O:30])[C@@H:16]([O:18][C:19]2[CH:28]=[CH:27][CH:26]=[C:25]3[C:20]=2[CH:21]=[CH:22][C:23](Cl)=[N:24]3)[CH3:17])[C@H:11]([CH3:31])[CH2:10]1)(=[O:8])[C:2]1[CH:7]=[CH:6][CH:5]=[CH:4][CH:3]=1.[F-].C([N+](CCCC)(CCCC)CCCC)CCC.C(N(CC)CC)C.[CH2:57]([NH2:64])[C:58]1[CH:63]=[CH:62][CH:61]=[CH:60][CH:59]=1. Product: [C:1]([N:9]1[CH2:14][CH2:13][N:12]([C:15](=[O:30])[C@@H:16]([O:18][C:19]2[CH:28]=[CH:27][CH:26]=[C:25]3[C:20]=2[CH:21]=[CH:22][C:23]([NH:64][CH2:57][C:58]2[CH:63]=[CH:62][CH:61]=[CH:60][CH:59]=2)=[N:24]3)[CH3:17])[C@H:11]([CH3:31])[CH2:10]1)(=[O:8])[C:2]1[CH:7]=[CH:6][CH:5]=[CH:4][CH:3]=1. The catalyst class is: 16. (4) Reactant: [CH3:1][C:2]1[N:7]=[C:6]2[S:8][C:9]3[CH:15]=[CH:14][CH:13]=[CH:12][CH2:11][C:10]=3[C:5]2=[C:4]([C:16]2[CH:21]=[CH:20][C:19]([CH3:22])=[CH:18][CH:17]=2)[C:3]=1[CH2:23][C:24]([O:26][CH3:27])=[O:25].[Li+].C[Si]([N-][Si](C)(C)C)(C)C.[CH2:38]1[CH2:42]OC[CH2:39]1.ICCC. Product: [CH3:1][C:2]1[N:7]=[C:6]2[S:8][C:9]3[CH:15]=[CH:14][CH:13]=[CH:12][CH2:11][C:10]=3[C:5]2=[C:4]([C:16]2[CH:17]=[CH:18][C:19]([CH3:22])=[CH:20][CH:21]=2)[C:3]=1[CH:23]([CH2:39][CH2:38][CH3:42])[C:24]([O:26][CH3:27])=[O:25]. The catalyst class is: 3.